From a dataset of Full USPTO retrosynthesis dataset with 1.9M reactions from patents (1976-2016). Predict the reactants needed to synthesize the given product. (1) The reactants are: [Br:1][C:2]1[CH:7]=[CH:6][C:5]([OH:8])=[CH:4][CH:3]=1.[Cl:9][S:10](O)(=[O:12])=[O:11]. Given the product [Br:1][C:2]1[CH:7]=[CH:6][C:5]([OH:8])=[C:4]([S:10]([Cl:9])(=[O:12])=[O:11])[CH:3]=1, predict the reactants needed to synthesize it. (2) Given the product [C:1]([O:5][C:6]([N:8]1[CH2:17][CH2:16][C:15]2[C:10](=[CH:11][CH:12]=[C:13]([N:34]3[CH2:35][CH2:36][N:31]([CH:26]4[CH2:30][CH2:29][CH2:28][CH2:27]4)[CH2:32][CH2:33]3)[CH:14]=2)[CH2:9]1)=[O:7])([CH3:4])([CH3:3])[CH3:2], predict the reactants needed to synthesize it. The reactants are: [C:1]([O:5][C:6]([N:8]1[CH2:17][CH2:16][C:15]2[C:10](=[CH:11][CH:12]=[C:13](OS(C(F)(F)F)(=O)=O)[CH:14]=2)[CH2:9]1)=[O:7])([CH3:4])([CH3:3])[CH3:2].[CH:26]1([N:31]2[CH2:36][CH2:35][NH:34][CH2:33][CH2:32]2)[CH2:30][CH2:29][CH2:28][CH2:27]1.C1C=CC(P(C2C(C3C(P(C4C=CC=CC=4)C4C=CC=CC=4)=CC=C4C=3C=CC=C4)=C3C(C=CC=C3)=CC=2)C2C=CC=CC=2)=CC=1.CC(C)([O-])C.[Na+]. (3) Given the product [Cl:54][C:55]1[CH:60]=[CH:59][CH:58]=[CH:57][C:56]=1[O:61][CH2:62][C:63]1[S:67][C:66]([NH:68][C:18]([C:13]2[CH:14]=[C:15]3[C:10](=[CH:11][CH:12]=2)[CH2:9][N:8]([C:6]([O:5][C:2]([CH3:3])([CH3:1])[CH3:4])=[O:7])[CH2:17][CH2:16]3)=[O:20])=[N:65][N:64]=1, predict the reactants needed to synthesize it. The reactants are: [CH3:1][C:2]([O:5][C:6]([N:8]1[CH2:17][CH2:16][C:15]2[C:10](=[CH:11][CH:12]=[C:13]([C:18]([OH:20])=O)[CH:14]=2)[CH2:9]1)=[O:7])([CH3:4])[CH3:3].CN(C(ON1N=NC2C=CC=NC1=2)=[N+](C)C)C.F[P-](F)(F)(F)(F)F.CCN(C(C)C)C(C)C.[Cl:54][C:55]1[CH:60]=[CH:59][CH:58]=[CH:57][C:56]=1[O:61][CH2:62][C:63]1[S:67][C:66]([NH2:68])=[N:65][N:64]=1.